Task: Regression. Given two drug SMILES strings and cell line genomic features, predict the synergy score measuring deviation from expected non-interaction effect.. Dataset: NCI-60 drug combinations with 297,098 pairs across 59 cell lines (1) Drug 1: CC1=CC=C(C=C1)C2=CC(=NN2C3=CC=C(C=C3)S(=O)(=O)N)C(F)(F)F. Drug 2: CC1=C(C(=CC=C1)Cl)NC(=O)C2=CN=C(S2)NC3=CC(=NC(=N3)C)N4CCN(CC4)CCO. Cell line: SF-539. Synergy scores: CSS=-2.02, Synergy_ZIP=3.36, Synergy_Bliss=2.14, Synergy_Loewe=0.136, Synergy_HSA=-0.424. (2) Drug 1: CC1=C2C(C(=O)C3(C(CC4C(C3C(C(C2(C)C)(CC1OC(=O)C(C(C5=CC=CC=C5)NC(=O)C6=CC=CC=C6)O)O)OC(=O)C7=CC=CC=C7)(CO4)OC(=O)C)O)C)OC(=O)C. Drug 2: CC12CCC3C(C1CCC2O)C(CC4=C3C=CC(=C4)O)CCCCCCCCCS(=O)CCCC(C(F)(F)F)(F)F. Cell line: HL-60(TB). Synergy scores: CSS=27.2, Synergy_ZIP=8.02, Synergy_Bliss=4.19, Synergy_Loewe=10.5, Synergy_HSA=0.302.